Dataset: Peptide-MHC class I binding affinity with 185,985 pairs from IEDB/IMGT. Task: Regression. Given a peptide amino acid sequence and an MHC pseudo amino acid sequence, predict their binding affinity value. This is MHC class I binding data. (1) The binding affinity (normalized) is 0. The MHC is HLA-A24:02 with pseudo-sequence HLA-A24:02. The peptide sequence is QQYAESREL. (2) The peptide sequence is QQLYTSPSF. The MHC is HLA-B35:01 with pseudo-sequence HLA-B35:01. The binding affinity (normalized) is 0.518. (3) The peptide sequence is LYPKIFEDQL. The MHC is H-2-Kb with pseudo-sequence H-2-Kb. The binding affinity (normalized) is 0.178. (4) The peptide sequence is QSFEEVSAR. The MHC is HLA-A02:01 with pseudo-sequence HLA-A02:01. The binding affinity (normalized) is 0.0847. (5) The peptide sequence is YAKKFKTGM. The MHC is HLA-A01:01 with pseudo-sequence HLA-A01:01. The binding affinity (normalized) is 0.0847.